This data is from Full USPTO retrosynthesis dataset with 1.9M reactions from patents (1976-2016). The task is: Predict the reactants needed to synthesize the given product. (1) Given the product [Br:16][C:17]1[CH:18]=[C:19]([C:8](=[O:14])[CH2:9][CH2:10][CH2:11][CH2:12][CH3:13])[C:20]2[O:24][CH2:23][C:22]([CH3:25])([CH3:26])[C:21]=2[CH:27]=1, predict the reactants needed to synthesize it. The reactants are: [Cl-].[Al+3].[Cl-].[Cl-].ClCCl.[C:8](Cl)(=[O:14])[CH2:9][CH2:10][CH2:11][CH2:12][CH3:13].[Br:16][C:17]1[CH:18]=[CH:19][C:20]2[O:24][CH2:23][C:22]([CH3:26])([CH3:25])[C:21]=2[CH:27]=1. (2) Given the product [Br:1][C:2]1[CH:3]=[CH:4][C:5]([CH:8]([O:13][Si:14]([C:17]([CH3:20])([CH3:19])[CH3:18])([CH3:16])[CH3:15])[C:9]([CH3:10])([CH3:12])[CH3:11])=[CH:6][CH:7]=1, predict the reactants needed to synthesize it. The reactants are: [Br:1][C:2]1[CH:7]=[CH:6][C:5]([CH:8]([OH:13])[C:9]([CH3:12])([CH3:11])[CH3:10])=[CH:4][CH:3]=1.[Si:14](Cl)([C:17]([CH3:20])([CH3:19])[CH3:18])([CH3:16])[CH3:15].